This data is from Full USPTO retrosynthesis dataset with 1.9M reactions from patents (1976-2016). The task is: Predict the reactants needed to synthesize the given product. (1) Given the product [Cl:1][C:2]1[CH:10]=[CH:9][C:8]2[N:7]([CH2:26][CH2:25][C:23]3[CH:22]=[CH:21][C:20](=[O:27])[N:19]([CH:16]4[CH2:17][CH2:18]4)[CH:24]=3)[C:6]3[CH2:11][CH2:12][N:13]([CH3:15])[CH2:14][C:5]=3[C:4]=2[CH:3]=1, predict the reactants needed to synthesize it. The reactants are: [Cl:1][C:2]1[CH:10]=[CH:9][C:8]2[NH:7][C:6]3[CH2:11][CH2:12][N:13]([CH3:15])[CH2:14][C:5]=3[C:4]=2[CH:3]=1.[CH:16]1([N:19]2[CH:24]=[C:23]([CH:25]=[CH2:26])[CH:22]=[CH:21][C:20]2=[O:27])[CH2:18][CH2:17]1.[OH-].[K+]. (2) Given the product [NH:1]1[C:9]2[C:4](=[CH:5][CH:6]=[CH:7][CH:8]=2)[C:3]([C:10]([NH:18][NH2:19])=[O:12])=[CH:2]1, predict the reactants needed to synthesize it. The reactants are: [NH:1]1[C:9]2[C:4](=[CH:5][CH:6]=[CH:7][CH:8]=2)[C:3]([C:10]([OH:12])=O)=[CH:2]1.S(Cl)(Cl)=O.O.[NH2:18][NH2:19]. (3) Given the product [NH2:32][C:31]1[C:30]([N:28]2[CH2:29][C@@H:24]3[CH2:33][C@H:27]2[CH2:26][O:25]3)=[CH:22][C:3]2[C:2](=[CH:7][CH:6]=[C:5]([C:8]3[C:9]([CH3:21])=[CH:10][CH:11]=[CH:12][C:13]=3[C:14]([N:16]3[CH2:17][CH2:18][CH2:19][CH2:20]3)=[O:15])[CH:4]=2)[N:1]=1, predict the reactants needed to synthesize it. The reactants are: [NH2:1][C:2]1[CH:7]=[CH:6][C:5]([C:8]2[C:13]([C:14]([N:16]3[CH2:20][CH2:19][CH2:18][CH2:17]3)=[O:15])=[CH:12][CH:11]=[CH:10][C:9]=2[CH3:21])=[CH:4][C:3]=1[CH:22]=O.[C@H:24]12[CH2:33][C@H:27]([N:28]([CH2:30][C:31]#[N:32])[CH2:29]1)[CH2:26][O:25]2.[OH-].[K+].